Dataset: Reaction yield outcomes from USPTO patents with 853,638 reactions. Task: Predict the reaction yield, written as a fraction of the theoretical maximum amount of product (1.0 means a 100% yield; for example, 0.34 means a 34% yield). (1) The reactants are Br[C:2]1[CH:3]=[C:4]([CH:21]=[CH:22][CH:23]=1)[C:5]([NH:7][S:8]([C:11]1[CH:16]=[CH:15][CH:14]=[CH:13][C:12]=1[S:17](=[O:20])(=[O:19])[NH2:18])(=[O:10])=[O:9])=[O:6].[C:24]([C:28]#[C:29]B(OC(C)C)OC(C)C)([CH3:27])([CH3:26])[CH3:25]. The catalyst is CN(C)C=O.Cl[Pd]Cl.C1(P(C2C=CC=CC=2)[C-]2C=CC=C2)C=CC=CC=1.[C-]1(P(C2C=CC=CC=2)C2C=CC=CC=2)C=CC=C1.[Fe+2]. The product is [CH3:25][C:24]([CH3:27])([CH3:26])[C:28]#[C:29][C:2]1[CH:3]=[C:4]([CH:21]=[CH:22][CH:23]=1)[C:5]([NH:7][S:8]([C:11]1[CH:16]=[CH:15][CH:14]=[CH:13][C:12]=1[S:17](=[O:20])(=[O:19])[NH2:18])(=[O:10])=[O:9])=[O:6]. The yield is 0.0400. (2) The reactants are Br[C:2]1[CH:3]=[CH:4][C:5]([CH2:8][N:9]2[C:17](=[O:18])[C:16]3[C:11](=[CH:12][CH:13]=[CH:14][CH:15]=3)[C:10]2=[O:19])=[N:6][CH:7]=1.CC1(C)C(C)(C)[O:24][B:23](B2OC(C)(C)C(C)(C)O2)[O:22]1.C([O-])(=O)C.[K+]. The catalyst is O1CCOCC1. The product is [O:19]=[C:10]1[C:11]2[C:16](=[CH:15][CH:14]=[CH:13][CH:12]=2)[C:17](=[O:18])[N:9]1[CH2:8][C:5]1[N:6]=[CH:7][C:2]([B:23]([OH:24])[OH:22])=[CH:3][CH:4]=1. The yield is 0.990. (3) The reactants are [NH2:1][C@@H:2]([CH3:38])[C:3]([NH:5][C:6]1[CH:7]=[C:8]2[C:13](=[CH:14][C:15]=1[O:16][CH2:17][CH2:18][O:19][CH3:20])[N:12]=[CH:11][N:10]=[C:9]2[NH:21][C:22]1[CH:27]=[CH:26][C:25]([O:28][CH2:29][C:30]2[CH:35]=[CH:34][CH:33]=[C:32]([F:36])[CH:31]=2)=[C:24]([Cl:37])[CH:23]=1)=[O:4].[C:39](Cl)(=[O:42])[CH:40]=[CH2:41].C(=O)(O)[O-].[Na+]. The catalyst is C1COCC1.O. The product is [Cl:37][C:24]1[CH:23]=[C:22]([NH:21][C:9]2[C:8]3[C:13](=[CH:14][C:15]([O:16][CH2:17][CH2:18][O:19][CH3:20])=[C:6]([NH:5][C:3]([C@@H:2]([NH:1][C:39](=[O:42])[CH:40]=[CH2:41])[CH3:38])=[O:4])[CH:7]=3)[N:12]=[CH:11][N:10]=2)[CH:27]=[CH:26][C:25]=1[O:28][CH2:29][C:30]1[CH:35]=[CH:34][CH:33]=[C:32]([F:36])[CH:31]=1. The yield is 0.240. (4) The reactants are NC1(C2C=CC(C3OC4C(=O)N(C)C=CC=4C=3C3C=CC=CC=3)=CC=2)CCC1.[CH2:29]([N:31]1[C:36](=[O:37])[C:35]2[C:38]([C:59]3[CH:64]=[CH:63][CH:62]=[CH:61][CH:60]=3)=[C:39]([C:41]3[CH:46]=[CH:45][C:44]([C:47]4([NH:51]C(=O)OC(C)(C)C)[CH2:50][CH2:49][CH2:48]4)=[CH:43][CH:42]=3)[O:40][C:34]=2[N:33]=[C:32]1[NH:65][CH3:66])[CH3:30]. No catalyst specified. The product is [NH2:51][C:47]1([C:44]2[CH:43]=[CH:42][C:41]([C:39]3[O:40][C:34]4[N:33]=[C:32]([NH:65][CH3:66])[N:31]([CH2:29][CH3:30])[C:36](=[O:37])[C:35]=4[C:38]=3[C:59]3[CH:60]=[CH:61][CH:62]=[CH:63][CH:64]=3)=[CH:46][CH:45]=2)[CH2:48][CH2:49][CH2:50]1. The yield is 0.410. (5) The product is [NH2:9][C:5]1[CH:6]=[C:7]([F:8])[C:2]([F:1])=[C:3]([C@:12]2([CH3:20])[C@H:18]3[C@H:16]([CH2:17]3)[S:15][C:14]([NH2:19])=[N:13]2)[CH:4]=1. The catalyst is CC(O)=O.C(O)(C(F)(F)F)=O.[Zn]. The reactants are [F:1][C:2]1[C:7]([F:8])=[CH:6][C:5]([N+:9]([O-])=O)=[CH:4][C:3]=1[C@:12]1([CH3:20])[C@H:18]2[C@H:16]([CH2:17]2)[S:15][C:14]([NH2:19])=[N:13]1. The yield is 0.800. (6) The reactants are [O:1]1[C:5]2[CH:6]=[CH:7][C:8]([C:10]#[C:11][C:12]([NH2:14])=[O:13])=[CH:9][C:4]=2[O:3][CH2:2]1.[CH3:15][CH2:16][CH2:17][CH2:18][SnH:19]([CH2:24][CH2:25][CH2:26][CH3:27])[CH2:20][CH2:21][CH2:22][CH3:23]. The catalyst is C1C=CC([P]([Pd]([P](C2C=CC=CC=2)(C2C=CC=CC=2)C2C=CC=CC=2)([P](C2C=CC=CC=2)(C2C=CC=CC=2)C2C=CC=CC=2)[P](C2C=CC=CC=2)(C2C=CC=CC=2)C2C=CC=CC=2)(C2C=CC=CC=2)C2C=CC=CC=2)=CC=1. The product is [O:1]1[C:5]2[CH:6]=[CH:7][C:8](/[CH:10]=[C:11](/[Sn:19]([CH2:20][CH2:21][CH2:22][CH3:23])([CH2:24][CH2:25][CH2:26][CH3:27])[CH2:18][CH2:17][CH2:16][CH3:15])\[C:12]([NH2:14])=[O:13])=[CH:9][C:4]=2[O:3][CH2:2]1. The yield is 0.580. (7) The reactants are [CH2:1]([N:4]1[C:12]2[C:7](=[CH:8][C:9]([NH:13][CH2:14][CH2:15][O:16][Si:17]([C:20]([CH3:23])([CH3:22])[CH3:21])([CH3:19])[CH3:18])=[CH:10][CH:11]=2)[C:6](=[O:24])[N:5]1[CH2:25][C:26]1[CH:31]=[CH:30][CH:29]=[CH:28][CH:27]=1)[CH:2]=[CH2:3].[Cl:32][C:33]1[C:38]([C:39](Cl)=[O:40])=[C:37]([Cl:42])[N:36]=[CH:35][N:34]=1. The catalyst is C(Cl)Cl. The product is [CH2:1]([N:4]1[C:12]2[C:7](=[CH:8][C:9]([N:13]([CH2:14][CH2:15][O:16][Si:17]([C:20]([CH3:22])([CH3:23])[CH3:21])([CH3:18])[CH3:19])[C:39]([C:38]3[C:33]([Cl:32])=[N:34][CH:35]=[N:36][C:37]=3[Cl:42])=[O:40])=[CH:10][CH:11]=2)[C:6](=[O:24])[N:5]1[CH2:25][C:26]1[CH:27]=[CH:28][CH:29]=[CH:30][CH:31]=1)[CH:2]=[CH2:3]. The yield is 0.460. (8) The reactants are Br[C:2]1[CH:3]=[C:4]([C:8]2[N:9]=[C:10]([CH:20]([CH3:22])[CH3:21])[NH:11][C:12]=2[C:13]2[CH:18]=[CH:17][CH:16]=[C:15]([CH3:19])[N:14]=2)[CH:5]=[CH:6][CH:7]=1.[CH3:23][O:24][C:25]1[CH:30]=[CH:29][C:28](B(O)O)=[CH:27][CH:26]=1. No catalyst specified. The product is [CH:20]([C:10]1[NH:11][C:12]([C:13]2[CH:18]=[CH:17][CH:16]=[C:15]([CH3:19])[N:14]=2)=[C:8]([C:4]2[CH:3]=[C:2]([C:28]3[CH:29]=[CH:30][C:25]([O:24][CH3:23])=[CH:26][CH:27]=3)[CH:7]=[CH:6][CH:5]=2)[N:9]=1)([CH3:22])[CH3:21]. The yield is 0.730.